From a dataset of Catalyst prediction with 721,799 reactions and 888 catalyst types from USPTO. Predict which catalyst facilitates the given reaction. (1) Reactant: Cl.[CH:2]1([CH:6]([NH2:8])[CH3:7])[CH2:5][CH2:4][CH2:3]1.C(N(CC)CC)C.C1COCC1.Cl[C:22]1[CH:39]=[C:38]([F:40])[C:37]([F:41])=[CH:36][C:23]=1[C:24]([C:26](=[CH:32]OCC)[C:27]([O:29][CH2:30][CH3:31])=[O:28])=[O:25]. Product: [CH:2]1([CH:6]([N:8]2[C:22]3[C:23](=[CH:36][C:37]([F:41])=[C:38]([F:40])[CH:39]=3)[C:24](=[O:25])[C:26]([C:27]([O:29][CH2:30][CH3:31])=[O:28])=[CH:32]2)[CH3:7])[CH2:5][CH2:4][CH2:3]1. The catalyst class is: 6. (2) Reactant: [NH:1]1[C:9]2[C:4](=[CH:5][C:6]([C:10]#[N:11])=[CH:7][CH:8]=2)[CH:3]=[CH:2]1.C([O-])([O-])=O.[Cs+].[Cs+].Cl[CH2:19][C:20]1[N:24]=[C:23]([C:25]2[CH:30]=[CH:29][CH:28]=[C:27]([C:31]([F:34])([F:33])[F:32])[CH:26]=2)[O:22][N:21]=1. Product: [F:33][C:31]([F:32])([F:34])[C:27]1[CH:26]=[C:25]([C:23]2[O:22][N:21]=[C:20]([CH2:19][N:1]3[C:9]4[C:4](=[CH:5][C:6]([C:10]#[N:11])=[CH:7][CH:8]=4)[CH:3]=[CH:2]3)[N:24]=2)[CH:30]=[CH:29][CH:28]=1. The catalyst class is: 3. (3) Reactant: [C:1]([O:5][C:6](=[O:19])[NH:7][CH2:8][C@@H:9]1[CH2:11][C@H:10]1[C:12]1[CH:17]=[CH:16][CH:15]=[C:14](Br)[CH:13]=1)([CH3:4])([CH3:3])[CH3:2].[Cl:20][C:21]1[CH:26]=[CH:25][C:24](B(O)O)=[CH:23][CH:22]=1.C([O-])([O-])=O.[K+].[K+]. Product: [C:1]([O:5][C:6](=[O:19])[NH:7][CH2:8][C@@H:9]1[CH2:11][C@H:10]1[C:12]1[CH:13]=[C:14]([C:24]2[CH:25]=[CH:26][C:21]([Cl:20])=[CH:22][CH:23]=2)[CH:15]=[CH:16][CH:17]=1)([CH3:4])([CH3:3])[CH3:2]. The catalyst class is: 564. (4) Product: [F:1][C:2]1[C:3]([N:23]2[CH2:24][CH2:25][N:26]([C:29]3[CH:30]=[CH:31][C:32]([F:35])=[CH:33][CH:34]=3)[CH2:27][CH2:28]2)=[CH:4][C:5]2[N:14]=[CH:13][C:12]3[N:11]([CH3:15])[CH:10]=[C:9]([C:16]([OH:18])=[O:17])[C:8](=[O:21])[C:7]=3[C:6]=2[CH:22]=1. Reactant: [F:1][C:2]1[C:3]([N:23]2[CH2:28][CH2:27][N:26]([C:29]3[CH:34]=[CH:33][C:32]([F:35])=[CH:31][CH:30]=3)[CH2:25][CH2:24]2)=[CH:4][C:5]2[N:14]=[CH:13][C:12]3[N:11]([CH3:15])[CH:10]=[C:9]([C:16]([O:18]CC)=[O:17])[C:8](=[O:21])[C:7]=3[C:6]=2[CH:22]=1.[OH-].[K+]. The catalyst class is: 8. (5) Reactant: Cl.[I:2][C:3]1[CH:4]=[C:5]2[C:10](=[CH:11][CH:12]=1)[N:9]([CH:13]1[CH2:18][CH2:17][CH2:16][NH:15][CH2:14]1)[CH:8]=[C:7]([C:19]([O:21][CH2:22][CH3:23])=[O:20])[C:6]2=[O:24].[N:25]1[CH:30]=[CH:29][C:28]([CH:31]=O)=[CH:27][CH:26]=1.C([BH3-])#N.[Na+].O. Product: [I:2][C:3]1[CH:4]=[C:5]2[C:10](=[CH:11][CH:12]=1)[N:9]([CH:13]1[CH2:18][CH2:17][CH2:16][N:15]([CH2:31][C:28]3[CH:29]=[CH:30][N:25]=[CH:26][CH:27]=3)[CH2:14]1)[CH:8]=[C:7]([C:19]([O:21][CH2:22][CH3:23])=[O:20])[C:6]2=[O:24]. The catalyst class is: 5. (6) Reactant: [CH3:1]C(C)([O-])C.[K+].[Cl:7][C:8]1[CH:13]=[CH:12][C:11]([NH:14][C:15]([CH:17]2[CH2:22][C:21](=O)[CH2:20][N:19]([C:24]([O:26][C:27]([CH3:30])([CH3:29])[CH3:28])=[O:25])[CH2:18]2)=[O:16])=[CH:10][CH:9]=1.O. Product: [Cl:7][C:8]1[CH:13]=[CH:12][C:11]([NH:14][C:15]([CH:17]2[CH2:22][C:21](=[CH2:1])[CH2:20][N:19]([C:24]([O:26][C:27]([CH3:30])([CH3:29])[CH3:28])=[O:25])[CH2:18]2)=[O:16])=[CH:10][CH:9]=1. The catalyst class is: 307. (7) Reactant: [CH:1]1([NH:4][C:5]([C:7]2[CH:8]=[CH:9][C:10]([CH3:32])=[C:11]([C:13]3[CH:14]=[C:15]4[C:20](=[CH:21][CH:22]=3)[C:19](=[O:23])[N:18]([CH2:24][CH:25]3[CH2:27][CH2:26]3)[CH:17]=[C:16]4[C:28]([O:30]C)=[O:29])[CH:12]=2)=[O:6])[CH2:3][CH2:2]1.[OH-].[Na+].C(O)(=O)C.O. Product: [CH:1]1([NH:4][C:5]([C:7]2[CH:8]=[CH:9][C:10]([CH3:32])=[C:11]([C:13]3[CH:14]=[C:15]4[C:20](=[CH:21][CH:22]=3)[C:19](=[O:23])[N:18]([CH2:24][CH:25]3[CH2:27][CH2:26]3)[CH:17]=[C:16]4[C:28]([OH:30])=[O:29])[CH:12]=2)=[O:6])[CH2:3][CH2:2]1. The catalyst class is: 5.